Predict the product of the given reaction. From a dataset of Forward reaction prediction with 1.9M reactions from USPTO patents (1976-2016). Given the reactants [OH:1][CH2:2][CH2:3][CH2:4][CH2:5][CH2:6][CH2:7][CH2:8][CH2:9][O:10][C:11](=[O:15])[C:12]([CH3:14])=[CH2:13].N1C=CC=CC=1.[N+:22]([C:25]1[CH:26]=[C:27]([CH:31]=[C:32]([N+:34]([O-:36])=[O:35])[CH:33]=1)[C:28](Cl)=[O:29])([O-:24])=[O:23].Cl, predict the reaction product. The product is: [C:11]([O:10][CH2:9][CH2:8][CH2:7][CH2:6][CH2:5][CH2:4][CH2:3][CH2:2][O:1][C:28](=[O:29])[C:27]1[CH:26]=[C:25]([N+:22]([O-:24])=[O:23])[CH:33]=[C:32]([N+:34]([O-:36])=[O:35])[CH:31]=1)(=[O:15])[C:12]([CH3:14])=[CH2:13].